This data is from TCR-epitope binding with 47,182 pairs between 192 epitopes and 23,139 TCRs. The task is: Binary Classification. Given a T-cell receptor sequence (or CDR3 region) and an epitope sequence, predict whether binding occurs between them. (1) The epitope is FLNGSCGSV. The TCR CDR3 sequence is CASSQGAYEQYF. Result: 1 (the TCR binds to the epitope). (2) The epitope is FIAGLIAIV. The TCR CDR3 sequence is CASSQEVVGGRETQYF. Result: 0 (the TCR does not bind to the epitope).